This data is from Reaction yield outcomes from USPTO patents with 853,638 reactions. The task is: Predict the reaction yield, written as a fraction of the theoretical maximum amount of product (1.0 means a 100% yield; for example, 0.34 means a 34% yield). The reactants are [NH2:1][C:2]1[S:3][C:4]([C:9](=[O:12])[CH2:10][CH3:11])=[C:5]([CH2:7][CH3:8])[N:6]=1.[Br:13]Br. The catalyst is C(O)(=O)C. The product is [NH2:1][C:2]1[S:3][C:4]([C:9](=[O:12])[CH:10]([Br:13])[CH3:11])=[C:5]([CH2:7][CH3:8])[N:6]=1. The yield is 0.860.